From a dataset of Full USPTO retrosynthesis dataset with 1.9M reactions from patents (1976-2016). Predict the reactants needed to synthesize the given product. (1) Given the product [I:15][C:33]1[CH:32]=[CH:31][CH:30]=[C:29]2[C:34]=1[C:35](=[O:36])[C:26]1[CH:24]=[CH:59][CH:60]=[C:61]([C:67]([O:69][CH3:70])=[O:68])[C:27]=1[NH:28]2, predict the reactants needed to synthesize it. The reactants are: [K+].[Br-].BrC(Br)(Br)C1C=CC2C(=CC=C([I:15])C=2)N=1.C(N(CC)CCN[C:24]([C:26]1[C:35](=[O:36])[C:34]2[C:29](=[CH:30][CH:31]=[C:32](I)[CH:33]=2)[NH:28][CH:27]=1)=O)C.NC1C=C2C(=CC=1)N=C(C(OCC)=O)C=N2.IC1C=[C:59]2C(=CC=1)NC=[C:61]([C:67]([O:69][CH2:70]C)=[O:68])[C:60]2=O. (2) Given the product [C:24]([O:28][C:29](=[O:37])[CH2:30][CH:31]([NH:36][C:17](=[O:18])[CH:16]([CH2:15][C:14]([N:12]1[C:11]2[CH:10]=[CH:9][CH:8]=[CH:7][C:6]=2[C:5]2[C:13]1=[CH:1][CH:2]=[CH:3][CH:4]=2)=[O:23])[CH2:20][CH2:21][CH3:22])[CH:32]([OH:35])[CH2:33][F:34])([CH3:27])([CH3:25])[CH3:26], predict the reactants needed to synthesize it. The reactants are: [CH:1]1[C:13]2[N:12]([C:14](=[O:23])[CH2:15][C@@H:16]([CH2:20][CH2:21][CH3:22])[C:17](O)=[O:18])[C:11]3[C:6](=[CH:7][CH:8]=[CH:9][CH:10]=3)[C:5]=2[CH:4]=[CH:3][CH:2]=1.[C:24]([O:28][C:29](=[O:37])[CH2:30][CH:31]([NH2:36])[CH:32]([OH:35])[CH2:33][F:34])([CH3:27])([CH3:26])[CH3:25].C1C=CC2N(O)N=NC=2C=1.C(Cl)CCl. (3) Given the product [CH3:1][O:2][C:3]1[CH:4]=[C:5]([CH3:24])[C:6]([S:10]([N:13]([CH3:14])[CH2:15][C:16]2[O:17][CH:18]=[C:19]([C:21]([N:57]3[CH2:56][CH2:55][N:54]([CH2:53][CH2:52][CH2:51][N:46]4[CH2:47][CH2:48][CH2:49][CH2:50]4)[CH2:59][CH2:58]3)=[O:22])[N:20]=2)(=[O:12])=[O:11])=[C:7]([CH3:9])[CH:8]=1, predict the reactants needed to synthesize it. The reactants are: [CH3:1][O:2][C:3]1[CH:8]=[C:7]([CH3:9])[C:6]([S:10]([N:13]([CH2:15][C:16]2[O:17][CH:18]=[C:19]([C:21](O)=[O:22])[N:20]=2)[CH3:14])(=[O:12])=[O:11])=[C:5]([CH3:24])[CH:4]=1.CCN=C=NCCCN(C)C.C1C=CC2N(O)N=NC=2C=1.[N:46]1([CH2:51][CH2:52][CH2:53][N:54]2[CH2:59][CH2:58][NH:57][CH2:56][CH2:55]2)[CH2:50][CH2:49][CH2:48][CH2:47]1. (4) Given the product [CH:1]([C:4]1[C:5]([O:28][CH2:29][O:30][CH3:31])=[CH:6][C:7]([O:24][CH2:25][O:26][CH3:27])=[C:8]([C:10]2[N:11]([C:16]3[CH:17]=[CH:18][C:19]([O:22][CH3:23])=[CH:20][CH:21]=3)[C:12]([S:15][CH2:43][CH2:42][CH2:41][N:40]([CH3:45])[CH3:39])=[N:13][N:14]=2)[CH:9]=1)([CH3:3])[CH3:2], predict the reactants needed to synthesize it. The reactants are: [CH:1]([C:4]1[C:5]([O:28][CH2:29][O:30][CH3:31])=[CH:6][C:7]([O:24][CH2:25][O:26][CH3:27])=[C:8]([C:10]2[N:11]([C:16]3[CH:21]=[CH:20][C:19]([O:22][CH3:23])=[CH:18][CH:17]=3)[C:12](=[S:15])[NH:13][N:14]=2)[CH:9]=1)([CH3:3])[CH3:2].C(=O)([O-])[O-].[K+].[K+].Cl.[CH3:39][N:40]([CH3:45])[CH2:41][CH2:42][CH2:43]Cl.[Cl-].[Na+]. (5) Given the product [CH3:3][CH:2]([C:4]([O:6][C:7]1[CH:8]=[CH:9][C:10]([CH2:29][OH:30])=[CH:11][C:12]=1[C@@H:13]([C:23]1[CH:28]=[CH:27][CH:26]=[CH:25][CH:24]=1)[CH2:14][CH2:15][N:16]([CH:20]([CH3:21])[CH3:22])[CH:17]([CH3:18])[CH3:19])=[O:5])[CH3:1].[CH:36](/[C:35]([OH:42])=[O:41])=[CH:37]\[C:38]([OH:40])=[O:39], predict the reactants needed to synthesize it. The reactants are: [CH3:1][CH:2]([C:4]([O:6][C:7]1[CH:8]=[CH:9][C:10]([CH2:29][OH:30])=[CH:11][C:12]=1[C@@H:13]([C:23]1[CH:24]=[CH:25][CH:26]=[CH:27][CH:28]=1)[CH2:14][CH2:15][N:16]([CH:20]([CH3:22])[CH3:21])[CH:17]([CH3:19])[CH3:18])=[O:5])[CH3:3].CC(C)=O.[C:35]([OH:42])(=[O:41])/[CH:36]=[CH:37]/[C:38]([OH:40])=[O:39]. (6) Given the product [CH3:31][O:32][C:29]([C:15]1[N:14]=[C:13]([OH:12])[CH:18]=[C:17]([C:19]2[CH:24]=[CH:23][CH:22]=[C:21]([C:25]([F:28])([F:27])[F:26])[CH:20]=2)[N:16]=1)=[O:2], predict the reactants needed to synthesize it. The reactants are: S(Cl)(Cl)=[O:2].C([O:12][C:13]1[CH:18]=[C:17]([C:19]2[CH:24]=[CH:23][CH:22]=[C:21]([C:25]([F:28])([F:27])[F:26])[CH:20]=2)[N:16]=[C:15]([C:29]#N)[N:14]=1)C1C=CC=CC=1.[CH3:31][OH:32]. (7) The reactants are: [CH3:1][O:2][C:3]1[CH:19]=[C:18]([O:20][CH3:21])[CH:17]=[C:16]([O:22][CH3:23])[C:4]=1[CH2:5][S:6][C:7]1[CH:12]=[CH:11][CH:10]=[CH:9][C:8]=1B(O)O.I[C:25]1[CH:26]=[C:27]([OH:31])[CH:28]=[CH:29][CH:30]=1.C([O-])([O-])=O.[Na+].[Na+]. Given the product [CH3:1][O:2][C:3]1[CH:19]=[C:18]([O:20][CH3:21])[CH:17]=[C:16]([O:22][CH3:23])[C:4]=1[CH2:5][S:6][C:7]1[CH:12]=[CH:11][CH:10]=[CH:9][C:8]=1[C:25]1[CH:30]=[CH:29][CH:28]=[C:27]([OH:31])[CH:26]=1, predict the reactants needed to synthesize it.